This data is from Experimentally validated miRNA-target interactions with 360,000+ pairs, plus equal number of negative samples. The task is: Binary Classification. Given a miRNA mature sequence and a target amino acid sequence, predict their likelihood of interaction. The miRNA is hsa-miR-6806-5p with sequence UGUAGGCAUGAGGCAGGGCCCAGG. The protein sequence of the target gene is MPSGFPQSPRTSPRARPKTRITGALPMDYSEGLSAEERPAHAPSAGKFGERPPPKRLTREAMRNYLKERGDQTVLILHAKVAQKSYGNEKRFFCPPPCVYLMGSGWKKKKEQMERDGCSEQESQPCAFIGIGNSDQEMQQLNLEGKNYCTAKTLYISDSDKRKHFMLSVKMFYGNSDDIGVFLSKRIKVISKPSKKKQSLKNADLCIASGTKVALFNRLRSQTVSTRYLHVEGGNFHASSQQWGAFYIHLLDDDESEGEEFTVRDGYIHYGQTVKLVCSVTGMALPRLIIRKVDKQTALL.... Result: 0 (no interaction).